This data is from NCI-60 drug combinations with 297,098 pairs across 59 cell lines. The task is: Regression. Given two drug SMILES strings and cell line genomic features, predict the synergy score measuring deviation from expected non-interaction effect. (1) Drug 1: CCC1(CC2CC(C3=C(CCN(C2)C1)C4=CC=CC=C4N3)(C5=C(C=C6C(=C5)C78CCN9C7C(C=CC9)(C(C(C8N6C=O)(C(=O)OC)O)OC(=O)C)CC)OC)C(=O)OC)O.OS(=O)(=O)O. Drug 2: CNC(=O)C1=NC=CC(=C1)OC2=CC=C(C=C2)NC(=O)NC3=CC(=C(C=C3)Cl)C(F)(F)F. Cell line: NCI/ADR-RES. Synergy scores: CSS=1.18, Synergy_ZIP=0.958, Synergy_Bliss=-1.37, Synergy_Loewe=0.00779, Synergy_HSA=-3.01. (2) Drug 1: COC1=NC(=NC2=C1N=CN2C3C(C(C(O3)CO)O)O)N. Drug 2: C1=NC2=C(N=C(N=C2N1C3C(C(C(O3)CO)O)F)Cl)N. Cell line: CCRF-CEM. Synergy scores: CSS=81.7, Synergy_ZIP=10.1, Synergy_Bliss=9.92, Synergy_Loewe=1.41, Synergy_HSA=9.46. (3) Drug 1: C1CN(CCN1C(=O)CCBr)C(=O)CCBr. Drug 2: CN(C(=O)NC(C=O)C(C(C(CO)O)O)O)N=O. Cell line: IGROV1. Synergy scores: CSS=6.01, Synergy_ZIP=-3.90, Synergy_Bliss=-7.29, Synergy_Loewe=-5.28, Synergy_HSA=-8.61. (4) Drug 1: C1CC(=O)NC(=O)C1N2CC3=C(C2=O)C=CC=C3N. Drug 2: C1CN(P(=O)(OC1)NCCCl)CCCl. Cell line: SNB-75. Synergy scores: CSS=9.46, Synergy_ZIP=-0.666, Synergy_Bliss=2.86, Synergy_Loewe=5.44, Synergy_HSA=3.73.